From a dataset of Reaction yield outcomes from USPTO patents with 853,638 reactions. Predict the reaction yield, written as a fraction of the theoretical maximum amount of product (1.0 means a 100% yield; for example, 0.34 means a 34% yield). (1) The reactants are [CH:1]([C:4]1[CH:11]=[CH:10][C:7]([CH:8]=O)=[CH:6][CH:5]=1)([CH3:3])[CH3:2].[NH2:12][C:13]1[CH:18]=[CH:17][C:16]([F:19])=[CH:15][N:14]=1.C([O:22][C:23](=O)[C:24]([OH:35])=[CH:25][C:26](=[O:34])[C:27]1[CH:32]=[CH:31][C:30]([CH3:33])=[CH:29][CH:28]=1)C. No catalyst specified. The product is [F:19][C:16]1[CH:17]=[CH:18][C:13]([N:12]2[CH:8]([C:7]3[CH:10]=[CH:11][C:4]([CH:1]([CH3:3])[CH3:2])=[CH:5][CH:6]=3)[C:25]([C:26](=[O:34])[C:27]3[CH:32]=[CH:31][C:30]([CH3:33])=[CH:29][CH:28]=3)=[C:24]([OH:35])[C:23]2=[O:22])=[N:14][CH:15]=1. The yield is 0.390. (2) The yield is 0.760. The catalyst is N1C=CC=CC=1. The reactants are [S:1]1[CH:5]=[CH:4][CH:3]=[C:2]1[C:6](Cl)=[O:7].[CH2:9]([N:16]1[C:25]2[C:20](=[CH:21][C:22]([F:26])=[CH:23][CH:24]=2)[C:19]([N:27]2[CH2:32][CH2:31][NH:30][CH2:29][CH2:28]2)=[C:18]([C:33]#[N:34])[C:17]1=[O:35])[C:10]1[CH:15]=[CH:14][CH:13]=[CH:12][CH:11]=1. The product is [CH2:9]([N:16]1[C:25]2[C:20](=[CH:21][C:22]([F:26])=[CH:23][CH:24]=2)[C:19]([N:27]2[CH2:32][CH2:31][N:30]([C:6]([C:2]3[S:1][CH:5]=[CH:4][CH:3]=3)=[O:7])[CH2:29][CH2:28]2)=[C:18]([C:33]#[N:34])[C:17]1=[O:35])[C:10]1[CH:15]=[CH:14][CH:13]=[CH:12][CH:11]=1. (3) The reactants are [NH2:1][C:2]1[CH:7]=[CH:6][C:5]([SH:8])=[CH:4][CH:3]=1.Cl.Cl[C:11]1[CH:16]=[CH:15][N:14]=[CH:13][CH:12]=1.C(=O)([O-])[O-].[K+].[K+]. The catalyst is CN(C=O)C.C(OCC)(=O)C.O. The product is [N:14]1[CH:15]=[CH:16][C:11]([S:8][C:5]2[CH:6]=[CH:7][C:2]([NH2:1])=[CH:3][CH:4]=2)=[CH:12][CH:13]=1. The yield is 0.780. (4) The reactants are C(Cl)(=O)C(Cl)=O.C(=O)=O.CC(C)=O.CS(C)=O.[Cl:18][C:19]1[CH:20]=[C:21]([N:25]([C@@H:33]([CH3:36])[CH2:34][OH:35])[C:26](=[O:32])[O:27][C:28]([CH3:31])([CH3:30])[CH3:29])[CH:22]=[CH:23][CH:24]=1. The catalyst is C(Cl)Cl.O.C(N(CC)CC)C. The product is [Cl:18][C:19]1[CH:20]=[C:21]([N:25]([C@@H:33]([CH3:36])[CH:34]=[O:35])[C:26](=[O:32])[O:27][C:28]([CH3:29])([CH3:30])[CH3:31])[CH:22]=[CH:23][CH:24]=1. The yield is 0.960. (5) The product is [NH:23]1[C:22]([C:19]2[CH:20]=[C:21]3[C:16](=[CH:17][CH:18]=2)[NH:15][N:14]=[C:13]3[C:9]2[CH:8]=[C:7]([C:5]([NH:4][CH2:3][C:2]([CH3:53])([CH3:52])[CH3:1])=[O:6])[CH:12]=[CH:11][CH:10]=2)=[N:26][CH:25]=[N:24]1. The yield is 0.210. The reactants are [CH3:1][C:2]([CH3:53])([CH3:52])[CH2:3][NH:4][C:5]([C:7]1[CH:12]=[CH:11][CH:10]=[C:9]([C:13]2[C:21]3[C:16](=[CH:17][CH:18]=[C:19]([C:22]4[N:26]=[CH:25][N:24](C(C5C=CC=CC=5)(C5C=CC=CC=5)C5C=CC=CC=5)[N:23]=4)[CH:20]=3)[N:15](C3CCCCO3)[N:14]=2)[CH:8]=1)=[O:6].Cl.C(=O)(O)[O-].[Na+]. The catalyst is O1CCOCC1. (6) The reactants are [CH3:1][O:2][C:3]1[CH:9]=[CH:8][C:7]([C:10]([F:13])([F:12])[F:11])=[CH:6][C:4]=1[NH2:5].C1N=CN([C:19](N2C=NC=C2)=[O:20])C=1.[CH3:26][NH:27][C:28]([C:30]1[CH:35]=[C:34]([O:36][C:37]2[CH:43]=[CH:42][C:40]([NH2:41])=[CH:39][CH:38]=2)[CH:33]=[CH:32][N:31]=1)=[O:29].O. The catalyst is C(Cl)Cl. The product is [CH3:1][O:2][C:3]1[CH:9]=[CH:8][C:7]([C:10]([F:11])([F:12])[F:13])=[CH:6][C:4]=1[NH:5][C:19]([NH:41][C:40]1[CH:42]=[CH:43][C:37]([O:36][C:34]2[CH:33]=[CH:32][N:31]=[C:30]([C:28](=[O:29])[NH:27][CH3:26])[CH:35]=2)=[CH:38][CH:39]=1)=[O:20]. The yield is 0.300.